From a dataset of Full USPTO retrosynthesis dataset with 1.9M reactions from patents (1976-2016). Predict the reactants needed to synthesize the given product. (1) Given the product [Cl:34][C:5]1[CH:4]=[C:3]([O:2][CH3:1])[CH:11]=[C:10]2[C:6]=1[C:7]([CH2:25][N:26]([CH3:28])[CH3:27])=[CH:8][N:9]2[Si:12]([C:21]([CH3:24])([CH3:23])[CH3:22])([C:13]([CH3:14])([CH3:15])[CH3:16])[C:17]([CH3:19])([CH3:18])[CH3:20], predict the reactants needed to synthesize it. The reactants are: [CH3:1][O:2][C:3]1[CH:11]=[C:10]2[C:6]([C:7]([CH2:25][N:26]([CH3:28])[CH3:27])=[CH:8][N:9]2[Si:12]([C:21]([CH3:24])([CH3:23])[CH3:22])([C:17]([CH3:20])([CH3:19])[CH3:18])[C:13]([CH3:16])([CH3:15])[CH3:14])=[CH:5][CH:4]=1.C([Li])(C)(C)C.[Cl:34]C(Cl)(Cl)C(Cl)(Cl)Cl. (2) Given the product [CH3:55][N:56]([CH3:60])[CH2:57][CH2:58][NH:59][C:12](=[O:14])[C:11]1[CH:10]=[CH:9][C:8]([C:5]2[N:4]=[C:3]([C:2]([F:1])([F:18])[F:17])[O:7][N:6]=2)=[CH:16][CH:15]=1, predict the reactants needed to synthesize it. The reactants are: [F:1][C:2]([F:18])([F:17])[C:3]1[O:7][N:6]=[C:5]([C:8]2[CH:16]=[CH:15][C:11]([C:12]([OH:14])=O)=[CH:10][CH:9]=2)[N:4]=1.CCOC(C(C#N)=NOC(N1CCOCC1)=[N+](C)C)=O.F[P-](F)(F)(F)(F)F.CCN(C(C)C)C(C)C.[CH3:55][N:56]([CH3:60])[CH2:57][CH2:58][NH2:59]. (3) Given the product [CH3:4][O:5][C:6]1[C@@:7]2([CH2:14][CH:15]=[C:16]([CH3:18])[CH3:17])[CH2:19][CH:20]3[O:22][C@@:8]2([O:12][CH3:13])[C@H:9]([CH2:10][CH:11]=1)[C@:21]3([CH3:29])[CH2:23][CH2:24][CH:25]=[C:26]([CH3:27])[CH3:28], predict the reactants needed to synthesize it. The reactants are: C(Cl)Cl.[CH3:4][O:5][C:6]1[C:7]([CH2:19][C@@H:20]2[O:22][C@@:21]2([CH3:29])[CH2:23][CH2:24][CH:25]=[C:26]([CH3:28])[CH3:27])([CH2:14][CH:15]=[C:16]([CH3:18])[CH3:17])[C:8]([O:12][CH3:13])=[CH:9][CH2:10][CH:11]=1.C(C1C=C(C)C=C(C(C)(C)C)N=1)(C)(C)C.FC(F)(F)S(O[Si](C)(C)C)(=O)=O. (4) Given the product [CH3:31][N:17]1[C:18]2[C:23](=[CH:22][CH:21]=[CH:20][CH:19]=2)[C:15]([CH2:14][CH2:13][CH2:12][O:11][C:1]2[C:10]3[C:5](=[CH:6][CH:7]=[CH:8][CH:9]=3)[CH:4]=[CH:3][CH:2]=2)=[C:16]1[C:24]([O:26][CH2:27][CH3:28])=[O:25], predict the reactants needed to synthesize it. The reactants are: [C:1]1([O:11][CH2:12][CH2:13][CH2:14][C:15]2[C:23]3[C:18](=[CH:19][CH:20]=[CH:21][CH:22]=3)[NH:17][C:16]=2[C:24]([O:26][CH2:27][CH3:28])=[O:25])[C:10]2[C:5](=[CH:6][CH:7]=[CH:8][CH:9]=2)[CH:4]=[CH:3][CH:2]=1.[H-].[Na+].[CH3:31]I. (5) Given the product [ClH:44].[F:37][C:36]1[C:28]([N:25]2[CH2:26][CH2:27][CH:22]([CH2:21][NH:8][C@@H:9]([C:11]3[C:20]4[C:15](=[CH:16][CH:17]=[CH:18][CH:19]=4)[CH:14]=[CH:13][CH:12]=3)[CH3:10])[CH:23]([C:38]3[CH:43]=[CH:42][CH:41]=[CH:40][CH:39]=3)[CH2:24]2)=[N:29][CH:30]=[C:31]([CH:35]=1)[C:32]([OH:34])=[O:33], predict the reactants needed to synthesize it. The reactants are: C(OC([N:8]([CH2:21][CH:22]1[CH2:27][CH2:26][N:25]([C:28]2[C:36]([F:37])=[CH:35][C:31]([C:32]([OH:34])=[O:33])=[CH:30][N:29]=2)[CH2:24][CH:23]1[C:38]1[CH:43]=[CH:42][CH:41]=[CH:40][CH:39]=1)[C@@H:9]([C:11]1[C:20]2[C:15](=[CH:16][CH:17]=[CH:18][CH:19]=2)[CH:14]=[CH:13][CH:12]=1)[CH3:10])=O)(C)(C)C.[ClH:44].O1CCOCC1. (6) Given the product [C:21]([C:20]1[CH:1]([C:3]2[CH:12]=[CH:11][C:6]([C:7]([O:9][CH3:10])=[O:8])=[CH:5][CH:4]=2)[N:32]([CH2:31][CH2:30][C:26]2[CH:27]=[CH:28][CH:29]=[C:24]([CH3:33])[CH:25]=2)[C:16](=[O:17])[C:18]=1[OH:19])(=[O:22])[CH3:23], predict the reactants needed to synthesize it. The reactants are: [CH:1]([C:3]1[CH:12]=[CH:11][C:6]([C:7]([O:9][CH3:10])=[O:8])=[CH:5][CH:4]=1)=O.CCO[C:16]([C:18]([CH2:20][C:21]([CH3:23])=[O:22])=[O:19])=[O:17].[C:24]1([CH3:33])[CH:29]=[CH:28][CH:27]=[C:26]([CH2:30][CH2:31][NH2:32])[CH:25]=1.